This data is from Forward reaction prediction with 1.9M reactions from USPTO patents (1976-2016). The task is: Predict the product of the given reaction. The product is: [O:16]1[C:20]2[CH:21]=[CH:22][CH:23]=[CH:24][C:19]=2[C:18]([O:25][C@@H:4]2[C:5]3[C:10](=[CH:9][CH:8]=[C:7]([C:12]#[N:13])[CH:6]=3)[O:11][C:2]([CH3:1])([CH3:15])[C@H:3]2[OH:14])=[N:17]1. Given the reactants [CH3:1][C:2]1([CH3:15])[O:11][C:10]2[C:5](=[CH:6][C:7]([C:12]#[N:13])=[CH:8][CH:9]=2)[C@@H:4]2[O:14][C@H:3]12.[O:16]1[C:20]2[CH:21]=[CH:22][CH:23]=[CH:24][C:19]=2[C:18](=[O:25])[NH:17]1, predict the reaction product.